This data is from Catalyst prediction with 721,799 reactions and 888 catalyst types from USPTO. The task is: Predict which catalyst facilitates the given reaction. (1) Reactant: [CH3:1][C:2]1([CH3:15])[NH:7][CH2:6][CH2:5][N:4]([C:8]2[CH:13]=[CH:12][N:11]=[CH:10][C:9]=2[NH2:14])[CH2:3]1.[H-].[Na+].[CH3:18]I.CO. Product: [CH3:1][C:2]1([CH3:15])[N:7]([CH3:18])[CH2:6][CH2:5][N:4]([C:8]2[CH:13]=[CH:12][N:11]=[CH:10][C:9]=2[NH2:14])[CH2:3]1. The catalyst class is: 3. (2) Product: [Cl:15][C:3]1[CH:4]=[C:5]([CH:11]=[C:12]([O:13][CH3:14])[C:2]=1[I:19])[C:6]([O:8][CH2:9][CH3:10])=[O:7]. The catalyst class is: 644. Reactant: N[C:2]1[C:12]([O:13][CH3:14])=[CH:11][C:5]([C:6]([O:8][CH2:9][CH3:10])=[O:7])=[CH:4][C:3]=1[Cl:15].C(#N)C.[I:19]CI.N(OCCC(C)C)=O.